Dataset: Full USPTO retrosynthesis dataset with 1.9M reactions from patents (1976-2016). Task: Predict the reactants needed to synthesize the given product. (1) The reactants are: [C:1]([C:4]1[CH:9]=[N:8][N:7]2[CH:10]=[C:11]([C:13]3[O:14][C:15]([S:18][CH3:19])=[N:16][N:17]=3)[CH:12]=[C:6]2[C:5]=1[NH:20][C@@H:21]1[CH2:26][CH2:25][N:24]([C:27]([O:29][C:30]([CH3:33])([CH3:32])[CH3:31])=[O:28])[CH2:23][C:22]1([CH3:35])[CH3:34])(=[O:3])[NH2:2].C1C=C(Cl)C=C(C(OO)=[O:44])C=1. Given the product [C:1]([C:4]1[CH:9]=[N:8][N:7]2[CH:10]=[C:11]([C:13]3[O:14][C:15]([S:18]([CH3:19])=[O:44])=[N:16][N:17]=3)[CH:12]=[C:6]2[C:5]=1[NH:20][C@@H:21]1[CH2:26][CH2:25][N:24]([C:27]([O:29][C:30]([CH3:33])([CH3:32])[CH3:31])=[O:28])[CH2:23][C:22]1([CH3:35])[CH3:34])(=[O:3])[NH2:2], predict the reactants needed to synthesize it. (2) Given the product [F:1][C:2]1[CH:3]=[C:4]2[C:9](=[C:10]([C:12]([NH:40][S:37]([CH3:36])(=[O:39])=[O:38])=[O:13])[CH:11]=1)[NH:8][CH:7]([C:15]1[CH:20]=[CH:19][CH:18]=[C:17]([N:21]3[CH2:22][CH2:23][N:24]([C:27]4[CH:32]=[CH:31][CH:30]=[CH:29][C:28]=4[CH3:33])[CH2:25][CH2:26]3)[CH:16]=1)[CH2:6][C:5]2([CH3:35])[CH3:34], predict the reactants needed to synthesize it. The reactants are: [F:1][C:2]1[CH:3]=[C:4]2[C:9](=[C:10]([C:12](O)=[O:13])[CH:11]=1)[NH:8][CH:7]([C:15]1[CH:20]=[CH:19][CH:18]=[C:17]([N:21]3[CH2:26][CH2:25][N:24]([C:27]4[CH:32]=[CH:31][CH:30]=[CH:29][C:28]=4[CH3:33])[CH2:23][CH2:22]3)[CH:16]=1)[CH2:6][C:5]2([CH3:35])[CH3:34].[CH3:36][S:37]([NH2:40])(=[O:39])=[O:38]. (3) Given the product [Br:20][C:21]1[CH:30]=[CH:29][C:24]2[C:25](=[O:28])/[C:26](=[CH:17]/[C:8]3[C:9]4[C:14](=[CH:13][CH:12]=[C:11]([O:15][CH3:16])[CH:10]=4)[N:6]([CH2:5][CH2:4][CH2:3][N:2]([CH3:19])[CH3:1])[CH:7]=3)/[O:27][C:23]=2[CH:22]=1, predict the reactants needed to synthesize it. The reactants are: [CH3:1][N:2]([CH3:19])[CH2:3][CH2:4][CH2:5][N:6]1[C:14]2[C:9](=[CH:10][C:11]([O:15][CH3:16])=[CH:12][CH:13]=2)[C:8]([CH:17]=O)=[CH:7]1.[Br:20][C:21]1[CH:30]=[CH:29][C:24]2[C:25](=[O:28])[CH2:26][O:27][C:23]=2[CH:22]=1.[Cl-].[NH4+]. (4) The reactants are: [C:1]1(C)[C:2]([S:7]([CH2:10][N+:11]#[C-:12])(=[O:9])=[O:8])=[CH:3][CH:4]=[CH:5][CH:6]=1.[H-].[Na+].Br[CH:17]([CH3:19])[CH3:18].[CH3:20]S(C)=O. Given the product [N+:11]([CH:10]([S:7]([C:2]1[CH:1]=[CH:6][C:5]([CH3:20])=[CH:4][CH:3]=1)(=[O:8])=[O:9])[CH:17]([CH3:19])[CH3:18])#[C-:12], predict the reactants needed to synthesize it. (5) Given the product [Cl:14][C:13]1[C:3]2[CH2:2][N:34]([CH:32]([C:19]3[CH:20]=[N:21][C:22]([N:23]4[CH:27]=[C:26]([C:28]([F:31])([F:30])[F:29])[CH:25]=[N:24]4)=[C:17]([CH3:16])[CH:18]=3)[CH3:33])[C:5](=[O:7])[C:4]=2[CH:10]=[CH:11][N:12]=1, predict the reactants needed to synthesize it. The reactants are: Br[CH2:2][C:3]1[C:13]([Cl:14])=[N:12][CH:11]=[CH:10][C:4]=1[C:5]([O:7]CC)=O.Cl.[CH3:16][C:17]1[CH:18]=[C:19]([CH:32]([NH2:34])[CH3:33])[CH:20]=[N:21][C:22]=1[N:23]1[CH:27]=[C:26]([C:28]([F:31])([F:30])[F:29])[CH:25]=[N:24]1. (6) Given the product [C:27]([NH:31][S:32]([C:35]1[CH:36]=[CH:37][CH:38]=[C:39]([C:2]2[N:3]=[CH:4][N:5]([C:7]3[N:12]=[C:11]([C:13]([F:16])([F:15])[F:14])[CH:10]=[C:9]([C:17]4[CH:22]=[CH:21][C:20]([C:23]([F:24])([F:25])[F:26])=[CH:19][CH:18]=4)[N:8]=3)[CH:6]=2)[CH:40]=1)(=[O:34])=[O:33])([CH3:30])([CH3:28])[CH3:29], predict the reactants needed to synthesize it. The reactants are: I[C:2]1[N:3]=[CH:4][N:5]([C:7]2[N:12]=[C:11]([C:13]([F:16])([F:15])[F:14])[CH:10]=[C:9]([C:17]3[CH:22]=[CH:21][C:20]([C:23]([F:26])([F:25])[F:24])=[CH:19][CH:18]=3)[N:8]=2)[CH:6]=1.[C:27]([NH:31][S:32]([C:35]1[CH:36]=[C:37](B(O)O)[CH:38]=[CH:39][CH:40]=1)(=[O:34])=[O:33])([CH3:30])([CH3:29])[CH3:28]. (7) Given the product [Cl:22][C:23]1[CH:28]=[CH:27][C:26]([CH:29]([C:31]2[CH:32]=[CH:33][CH:34]=[CH:35][CH:36]=2)[NH:30][C:19](=[O:20])[CH2:18][C:13]2[CH:12]=[C:11]3[C:10](=[CH:15][CH:14]=2)[N:9]=[C:8]([C:7]2[C:2]([CH3:1])=[N:3][CH:4]=[CH:5][CH:6]=2)[CH:17]=[CH:16]3)=[C:25]([CH3:37])[CH:24]=1, predict the reactants needed to synthesize it. The reactants are: [CH3:1][C:2]1[C:7]([C:8]2[CH:17]=[CH:16][C:15]3[C:10](=[CH:11][CH:12]=[C:13]([CH2:18][C:19](O)=[O:20])[CH:14]=3)[N:9]=2)=[CH:6][CH:5]=[CH:4][N:3]=1.[Cl:22][C:23]1[CH:28]=[CH:27][C:26]([CH:29]([C:31]2[CH:36]=[CH:35][CH:34]=[CH:33][CH:32]=2)[NH2:30])=[C:25]([CH3:37])[CH:24]=1. (8) Given the product [Cl:1][C:2]1[CH:7]=[C:6]([Cl:8])[CH:5]=[CH:4][C:3]=1[C@@:9]1([CH2:32][N:33]2[CH:37]=[CH:36][N:35]=[CH:34]2)[O:13][C@H:12]([CH2:14][O:15][C:16]2[CH:21]=[CH:20][C:19]([N:22]3[CH2:27][CH2:26][N:25]([S:28]([CH2:31][CH2:38][CH3:39])(=[O:30])=[O:29])[CH2:24][CH2:23]3)=[CH:18][CH:17]=2)[CH2:11][O:10]1, predict the reactants needed to synthesize it. The reactants are: [Cl:1][C:2]1[CH:7]=[C:6]([Cl:8])[CH:5]=[CH:4][C:3]=1[C@@:9]1([CH2:32][N:33]2[CH:37]=[CH:36][N:35]=[CH:34]2)[O:13][C@H:12]([CH2:14][O:15][C:16]2[CH:21]=[CH:20][C:19]([N:22]3[CH2:27][CH2:26][N:25]([S:28]([CH3:31])(=[O:30])=[O:29])[CH2:24][CH2:23]3)=[CH:18][CH:17]=2)[CH2:11][O:10]1.[CH2:38](S(Cl)(=O)=O)[CH2:39]C.CS(Cl)(=O)=O. (9) Given the product [F:1][C:2]1[CH:3]=[C:4]([C:27]([O:29][CH3:30])=[O:28])[C:5]2[C:6](=[O:26])[CH:7]([C:20]3[N:24]([CH3:25])[N:23]=[CH:22][N:21]=3)[CH:8]([C:13]3[CH:14]=[CH:15][C:16]([F:19])=[CH:17][CH:18]=3)[NH:9][C:10]=2[CH:11]=1, predict the reactants needed to synthesize it. The reactants are: [F:1][C:2]1[CH:3]=[C:4]([C:27]([O:29][CH3:30])=[O:28])[C:5]2[C:6](=[O:26])[CH:7]([C:20]3[N:24]([CH3:25])[N:23]=[CH:22][N:21]=3)[CH:8]([C:13]3[CH:18]=[CH:17][C:16]([F:19])=[CH:15][CH:14]=3)[N:9](O)[C:10]=2[CH:11]=1.Cl.